This data is from Full USPTO retrosynthesis dataset with 1.9M reactions from patents (1976-2016). The task is: Predict the reactants needed to synthesize the given product. (1) Given the product [C:26]([NH:25][CH2:24][CH2:23][CH2:22][N:19]1[CH2:20][CH2:21][CH:16]([CH2:15][NH:14][C:12]([C:6]2[C:5]3[C:9](=[CH:10][CH:11]=[C:3]([O:2][CH3:1])[CH:4]=3)[NH:8][N:7]=2)=[O:13])[CH2:17][CH2:18]1)(=[O:27])/[CH:28]=[CH:29]/[CH3:30], predict the reactants needed to synthesize it. The reactants are: [CH3:1][O:2][C:3]1[CH:4]=[C:5]2[C:9](=[CH:10][CH:11]=1)[NH:8][N:7]=[C:6]2[C:12]([NH:14][CH2:15][CH:16]1[CH2:21][CH2:20][N:19]([CH2:22][CH2:23][CH2:24][NH:25][C:26]([C:28]2C=CC=[CH:30][CH:29]=2)=[O:27])[CH2:18][CH2:17]1)=[O:13].C(Cl)(=O)/C=C/C. (2) Given the product [F:22][C:23]1[CH:24]=[C:25]([CH:29]=[CH:30][C:31]=1[O:32][CH3:33])[C:26]([NH:21][C:20]1[C:15]([NH:14][CH2:13][CH:10]2[CH2:11][CH2:12][N:7]([C:4]3[CH:5]=[CH:6][N:1]=[CH:2][CH:3]=3)[CH2:8][CH2:9]2)=[N:16][CH:17]=[CH:18][CH:19]=1)=[O:27], predict the reactants needed to synthesize it. The reactants are: [N:1]1[CH:6]=[CH:5][C:4]([N:7]2[CH2:12][CH2:11][CH:10]([CH2:13][NH:14][C:15]3[C:20]([NH2:21])=[CH:19][CH:18]=[CH:17][N:16]=3)[CH2:9][CH2:8]2)=[CH:3][CH:2]=1.[F:22][C:23]1[CH:24]=[C:25]([CH:29]=[CH:30][C:31]=1[O:32][CH3:33])[C:26](Cl)=[O:27]. (3) Given the product [CH3:27][C:25]1[CH:24]=[C:23]([C:28]2[CH:33]=[CH:32][C:31]([C:34]([F:37])([F:35])[F:36])=[CH:30][CH:29]=2)[N:22]=[C:21]([C:19]2[CH:18]=[CH:17][N:16]=[C:15]([C:11]3[CH:10]=[C:9]([S:6]([NH2:5])(=[O:8])=[O:7])[CH:14]=[CH:13][CH:12]=3)[N:20]=2)[CH:26]=1, predict the reactants needed to synthesize it. The reactants are: C([NH:5][S:6]([C:9]1[CH:14]=[CH:13][CH:12]=[C:11]([C:15]2[N:20]=[C:19]([C:21]3[CH:26]=[C:25]([CH3:27])[CH:24]=[C:23]([C:28]4[CH:33]=[CH:32][C:31]([C:34]([F:37])([F:36])[F:35])=[CH:30][CH:29]=4)[N:22]=3)[CH:18]=[CH:17][N:16]=2)[CH:10]=1)(=[O:8])=[O:7])(C)(C)C.C(O)(C(F)(F)F)=O. (4) Given the product [CH3:18][O:12][C:11](=[O:13])[CH2:10][S:9][C:1](=[S:8])[C:2]1[CH:7]=[CH:6][CH:5]=[CH:4][CH:3]=1, predict the reactants needed to synthesize it. The reactants are: [C:1]([S:9][CH2:10][C:11]([OH:13])=[O:12])(=[S:8])[C:2]1[CH:7]=[CH:6][CH:5]=[CH:4][CH:3]=1.S(Cl)(Cl)=O.[CH3:18]O.